From a dataset of Forward reaction prediction with 1.9M reactions from USPTO patents (1976-2016). Predict the product of the given reaction. Given the reactants [CH2:1]([O:3][C:4](=[O:22])[CH:5]([CH:16]1[CH2:21][CH2:20][CH2:19][CH2:18][CH2:17]1)[C:6](=O)[CH:7]1[CH2:13][CH2:12][CH2:11][CH2:10][CH2:9][C:8]1=O)[CH3:2].[Cl:23][C:24]1[CH:29]=[CH:28][C:27]([NH:30][NH2:31])=[CH:26][CH:25]=1, predict the reaction product. The product is: [CH2:1]([O:3][C:4](=[O:22])[CH:5]([C:6]1[N:30]([C:27]2[CH:28]=[CH:29][C:24]([Cl:23])=[CH:25][CH:26]=2)[N:31]=[C:8]2[CH2:9][CH2:10][CH2:11][CH2:12][CH2:13][C:7]=12)[CH:16]1[CH2:21][CH2:20][CH2:19][CH2:18][CH2:17]1)[CH3:2].